This data is from Reaction yield outcomes from USPTO patents with 853,638 reactions. The task is: Predict the reaction yield, written as a fraction of the theoretical maximum amount of product (1.0 means a 100% yield; for example, 0.34 means a 34% yield). (1) The reactants are [OH-].[K+].C[O:4][C:5](=[O:20])[C:6]1[CH:11]=[CH:10][C:9]([C:12]#[C:13][C:14]#[C:15][Si](C)(C)C)=[CH:8][CH:7]=1. The catalyst is O.C1COCC1. The product is [C:12]([C:9]1[CH:8]=[CH:7][C:6]([C:5]([OH:20])=[O:4])=[CH:11][CH:10]=1)#[C:13][C:14]#[CH:15]. The yield is 0.910. (2) The reactants are [CH2:1]([N:8]1[CH:13]2[CH2:14][CH2:15][CH:9]1[CH2:10][CH:11]([NH2:16])[CH2:12]2)[C:2]1[CH:7]=[CH:6][CH:5]=[CH:4][CH:3]=1.C([O-])([O-])=O.[Na+].[Na+].[C:23](Cl)(=[O:27])[CH:24]([CH3:26])[CH3:25]. The catalyst is C(Cl)Cl. The product is [CH2:1]([N:8]1[CH:9]2[CH2:15][CH2:14][CH:13]1[CH2:12][CH:11]([NH:16][C:23](=[O:27])[CH:24]([CH3:26])[CH3:25])[CH2:10]2)[C:2]1[CH:3]=[CH:4][CH:5]=[CH:6][CH:7]=1. The yield is 0.930. (3) The reactants are [Br:1][C:2]1[CH:3]=[C:4]([CH2:7][NH:8][C:9]([C:12]2[C:16]([NH:17][CH2:18][CH2:19][O:20][CH3:21])=[N:15][O:14][N:13]=2)=[N:10][OH:11])[O:5][CH:6]=1.[C:22](N1C=CN=C1)(N1C=CN=C1)=[O:23]. The catalyst is C(OCC)(=O)C. The product is [Br:1][C:2]1[CH:3]=[C:4]([CH2:7][N:8]2[C:22](=[O:23])[O:11][N:10]=[C:9]2[C:12]2[C:16]([NH:17][CH2:18][CH2:19][O:20][CH3:21])=[N:15][O:14][N:13]=2)[O:5][CH:6]=1. The yield is 0.900. (4) The catalyst is C(#N)C. The reactants are Cl[CH2:2][C:3]1[NH:4][C:5]2[N:6]([CH:10]=[N:11][C:12]=2[CH:13]2[CH2:17][CH2:16][CH2:15][CH2:14]2)[C:7](=[O:9])[N:8]=1.[Cl:18][C:19]1[CH:29]=[CH:28][C:22]([CH2:23][NH:24][CH2:25][CH2:26][OH:27])=[CH:21][CH:20]=1.[I-].[Na+]. The product is [Cl:18][C:19]1[CH:20]=[CH:21][C:22]([CH2:23][N:24]([CH2:2][C:3]2[NH:8][C:7](=[O:9])[N:6]3[CH:10]=[N:11][C:12]([CH:13]4[CH2:17][CH2:16][CH2:15][CH2:14]4)=[C:5]3[N:4]=2)[CH2:25][CH2:26][OH:27])=[CH:28][CH:29]=1. The yield is 0.300. (5) The reactants are [F:1][C:2]1[CH:7]=[CH:6][C:5]([C:8]2[N:9]=[C:10]3[N:14]([CH:15]=2)[CH:13]=[CH:12][S:11]3)=[CH:4][C:3]=1[O:16][CH3:17].[C:18](OC(=O)C)(=[O:20])[CH3:19].S(=O)(=O)(O)O. The catalyst is O. The product is [F:1][C:2]1[CH:7]=[CH:6][C:5]([C:8]2[N:9]=[C:10]3[N:14]([C:15]=2[C:18](=[O:20])[CH3:19])[CH:13]=[CH:12][S:11]3)=[CH:4][C:3]=1[O:16][CH3:17]. The yield is 0.960. (6) No catalyst specified. The product is [F:17][C:18]1[CH:23]=[CH:22][C:21]([S:24]([C:27]2[CH:28]=[N:29][C:30]3[C:35]([CH:36]=2)=[CH:34][CH:33]=[CH:32][C:31]=3[N:2]2[CH2:1][CH:9]3[CH:4]([CH2:5][N:6]([C:10]([O:12][C:13]([CH3:16])([CH3:15])[CH3:14])=[O:11])[CH2:7][CH2:8]3)[CH2:3]2)(=[O:26])=[O:25])=[CH:20][CH:19]=1. The reactants are [CH2:1]1[CH:9]2[CH:4]([CH2:5][N:6]([C:10]([O:12][C:13]([CH3:16])([CH3:15])[CH3:14])=[O:11])[CH2:7][CH2:8]2)[CH2:3][NH:2]1.[F:17][C:18]1[CH:23]=[CH:22][C:21]([S:24]([C:27]2[CH:28]=[N:29][C:30]3[C:35]([CH:36]=2)=[CH:34][CH:33]=[CH:32][C:31]=3I)(=[O:26])=[O:25])=[CH:20][CH:19]=1. The yield is 0.550.